From a dataset of Full USPTO retrosynthesis dataset with 1.9M reactions from patents (1976-2016). Predict the reactants needed to synthesize the given product. (1) Given the product [CH3:1][CH:2]1[CH2:3][CH:4]([C:15]2[CH:24]=[CH:23][CH:22]=[C:21]3[C:16]=2[CH:17]=[CH:18][C:19]([CH3:25])=[N:20]3)[CH2:5][CH2:6][N:7]1[C:8]([O:10][C:11]([CH3:12])([CH3:14])[CH3:13])=[O:9], predict the reactants needed to synthesize it. The reactants are: [CH3:1][CH:2]1[N:7]([C:8]([O:10][C:11]([CH3:14])([CH3:13])[CH3:12])=[O:9])[CH2:6][CH2:5][C:4]([C:15]2[CH:24]=[CH:23][CH:22]=[C:21]3[C:16]=2[CH:17]=[CH:18][C:19]([CH3:25])=[N:20]3)=[CH:3]1. (2) Given the product [Br:1][C:2]1[CH:3]=[N:4][CH:5]=[C:6]([CH2:8][Br:16])[CH:7]=1, predict the reactants needed to synthesize it. The reactants are: [Br:1][C:2]1[CH:3]=[N:4][CH:5]=[C:6]([CH2:8]O)[CH:7]=1.N1C=CC=CC=1.[Br:16]P(Br)(C1C=CC=CC=1)(C1C=CC=CC=1)C1C=CC=CC=1. (3) The reactants are: [Br:1][C:2]1[CH:7]=[CH:6][C:5]([C@H:8]2[C@H:13]([NH2:14])[CH2:12][CH2:11][CH2:10][O:9]2)=[CH:4][CH:3]=1.N12CCCN=C1CCCCC2.C(Cl)Cl.[CH3:29][CH:30]([S:32](Cl)(=[O:34])=[O:33])[CH3:31]. Given the product [Br:1][C:2]1[CH:7]=[CH:6][C:5]([C@H:8]2[C@H:13]([NH:14][S:32]([CH:30]([CH3:31])[CH3:29])(=[O:34])=[O:33])[CH2:12][CH2:11][CH2:10][O:9]2)=[CH:4][CH:3]=1, predict the reactants needed to synthesize it. (4) The reactants are: [C:1](CP(=O)(OCC)OCC)#[N:2].[CH3:12]N1C(=O)N(C)CCC1.[H-].[Na+].[Cl:23][C:24]1[CH:25]=[C:26]([C@@H:30]2[C@@H:35]([C:36]3[CH:41]=[CH:40][C:39]([Cl:42])=[CH:38][CH:37]=3)[N:34]([C@@H:43]([CH2:46][CH3:47])[CH:44]=O)[C:33](=[O:48])[C@@H:32]([CH2:49][C:50]([O:52][C:53]([CH3:56])([CH3:55])[CH3:54])=[O:51])[CH2:31]2)[CH:27]=[CH:28][CH:29]=1. Given the product [Cl:23][C:24]1[CH:25]=[C:26]([C@@H:30]2[C@@H:35]([C:36]3[CH:37]=[CH:38][C:39]([Cl:42])=[CH:40][CH:41]=3)[N:34]([C@@H:43]([CH2:44][CH3:12])[CH:46]=[CH:47][C:1]#[N:2])[C:33](=[O:48])[C@@H:32]([CH2:49][C:50]([O:52][C:53]([CH3:56])([CH3:54])[CH3:55])=[O:51])[CH2:31]2)[CH:27]=[CH:28][CH:29]=1, predict the reactants needed to synthesize it. (5) Given the product [CH2:7]([O:14][CH2:15][C:16]1[N:17]=[C:18]([Cl:4])[C:19]([C:27]#[N:28])=[CH:20][C:21]=1[C:22]([O:24][CH2:25][CH3:26])=[O:23])[C:8]1[CH:13]=[CH:12][CH:11]=[CH:10][CH:9]=1, predict the reactants needed to synthesize it. The reactants are: C(Cl)(=O)C([Cl:4])=O.[CH2:7]([O:14][CH2:15][C:16]1[NH:17][C:18](=O)[C:19]([C:27]#[N:28])=[CH:20][C:21]=1[C:22]([O:24][CH2:25][CH3:26])=[O:23])[C:8]1[CH:13]=[CH:12][CH:11]=[CH:10][CH:9]=1.CN(C=O)C. (6) Given the product [C:1]([N:5]1[CH2:6][CH2:7][N:8]([CH:11]([C:18]2[CH:23]=[CH:22][CH:21]=[CH:20][CH:19]=2)[CH:12]2[CH2:13][CH2:14][N:15]([C:32](=[O:33])[CH2:31][CH:30]([C:24]3[CH:29]=[CH:28][CH:27]=[CH:26][CH:25]=3)[C:35]3[CH:40]=[CH:39][CH:38]=[CH:37][CH:36]=3)[CH2:16][CH2:17]2)[CH2:9][CH2:10]1)([CH3:4])([CH3:2])[CH3:3], predict the reactants needed to synthesize it. The reactants are: [C:1]([N:5]1[CH2:10][CH2:9][N:8]([CH:11]([C:18]2[CH:23]=[CH:22][CH:21]=[CH:20][CH:19]=2)[CH:12]2[CH2:17][CH2:16][NH:15][CH2:14][CH2:13]2)[CH2:7][CH2:6]1)([CH3:4])([CH3:3])[CH3:2].[C:24]1([CH:30]([C:35]2[CH:40]=[CH:39][CH:38]=[CH:37][CH:36]=2)[CH2:31][C:32](O)=[O:33])[CH:29]=[CH:28][CH:27]=[CH:26][CH:25]=1.C(Cl)CCl. (7) The reactants are: [CH3:1][C:2]1[N:6]([C:7]2[N:15]=[CH:14][CH:13]=[CH:12][C:8]=2[C:9]([OH:11])=[O:10])[N:5]=[N:4][N:3]=1.C(=O)([O-])[O-].[K+].[K+].[CH2:22](I)[CH3:23]. Given the product [CH3:1][C:2]1[N:6]([C:7]2[N:15]=[CH:14][CH:13]=[CH:12][C:8]=2[C:9]([O:11][CH2:22][CH3:23])=[O:10])[N:5]=[N:4][N:3]=1, predict the reactants needed to synthesize it.